This data is from Catalyst prediction with 721,799 reactions and 888 catalyst types from USPTO. The task is: Predict which catalyst facilitates the given reaction. (1) The catalyst class is: 17. Reactant: [Br:1][C:2]1[CH:3]=[CH:4][C:5]([C:8]([F:13])([F:12])[C:9]([OH:11])=O)=[N:6][CH:7]=1.P(Cl)(Cl)(Cl)=O.Cl.[NH2:20][CH2:21][C:22]1[CH:23]=[C:24]2[C:28](=[CH:29][CH:30]=1)[C:27](=[O:31])[N:26]([CH:32]1[CH2:37][CH2:36][C:35](=[O:38])[NH:34][C:33]1=[O:39])[CH2:25]2.C(=O)(O)[O-].[Na+]. Product: [Br:1][C:2]1[CH:3]=[CH:4][C:5]([C:8]([F:13])([F:12])[C:9]([NH:20][CH2:21][C:22]2[CH:23]=[C:24]3[C:28](=[CH:29][CH:30]=2)[C:27](=[O:31])[N:26]([CH:32]2[CH2:37][CH2:36][C:35](=[O:38])[NH:34][C:33]2=[O:39])[CH2:25]3)=[O:11])=[N:6][CH:7]=1. (2) Reactant: [CH3:1][C:2]1[NH:3][CH:4]=[C:5]([N+:7]([O-:9])=[O:8])[N:6]=1.[C:10]([O-])([O-])=O.[K+].[K+].CI.O. Product: [CH3:10][N:3]1[CH:4]=[C:5]([N+:7]([O-:9])=[O:8])[N:6]=[C:2]1[CH3:1]. The catalyst class is: 3. (3) Reactant: CC(C)([O-])C.[Na+].Cl[C:8]1[C:13]([CH2:14][N:15]([CH3:26])[CH2:16][CH:17]([C:19]2[C:24]([CH3:25])=[CH:23][CH:22]=[CH:21][N:20]=2)[OH:18])=[CH:12][CH:11]=[C:10]([Cl:27])[N:9]=1. Product: [NH3:9].[Cl:27][C:10]1[CH:11]=[CH:12][C:13]2[CH2:14][N:15]([CH3:26])[CH2:16][CH:17]([C:19]3[C:24]([CH3:25])=[CH:23][CH:22]=[CH:21][N:20]=3)[O:18][C:8]=2[N:9]=1. The catalyst class is: 1. (4) Reactant: [OH:1][CH2:2][C:3]1([C:6]([NH:8][CH2:9][CH2:10][CH3:11])=[O:7])[CH2:5][CH2:4]1.[H-].[Na+].[NH2:14][C:15]1[CH:22]=[CH:21][CH:20]=[C:19](F)[C:16]=1[C:17]#[N:18]. Product: [NH2:14][C:15]1[C:16]([C:17]#[N:18])=[C:19]([CH:20]=[CH:21][CH:22]=1)[O:1][CH2:2][C:3]1([C:6]([NH:8][CH2:9][CH2:10][CH3:11])=[O:7])[CH2:4][CH2:5]1. The catalyst class is: 1. (5) Reactant: [CH3:1][O:2][CH2:3][CH2:4][O:5][P:6]([CH2:13][C:14]1[CH:19]=[CH:18][C:17]([N+:20]([O-])=O)=[CH:16][CH:15]=1)(=[O:12])[O:7][CH2:8][CH2:9][O:10][CH3:11].[H][H]. Product: [CH3:11][O:10][CH2:9][CH2:8][O:7][P:6]([CH2:13][C:14]1[CH:19]=[CH:18][C:17]([NH2:20])=[CH:16][CH:15]=1)(=[O:12])[O:5][CH2:4][CH2:3][O:2][CH3:1]. The catalyst class is: 50. (6) Reactant: [NH2:1][C:2]1[CH:3]=[C:4]([CH:9]=[CH:10][C:11]=1[NH:12][C:13]1[CH:18]=[CH:17][C:16]([F:19])=[CH:15][CH:14]=1)[C:5]([O:7][CH3:8])=[O:6].[C:20](N1C=CN=C1)(N1C=CN=C1)=[O:21]. Product: [F:19][C:16]1[CH:17]=[CH:18][C:13]([N:12]2[C:11]3[CH:10]=[CH:9][C:4]([C:5]([O:7][CH3:8])=[O:6])=[CH:3][C:2]=3[NH:1][C:20]2=[O:21])=[CH:14][CH:15]=1. The catalyst class is: 3. (7) Reactant: [OH:1][CH:2]1[CH2:6][CH2:5][O:4][CH2:3]1.[H-].[Na+].[Cl:9][C:10]1[N:15]=[C:14](Cl)[C:13]([Cl:17])=[CH:12][N:11]=1. Product: [Cl:9][C:10]1[N:15]=[C:14]([O:1][CH:2]2[CH2:6][CH2:5][O:4][CH2:3]2)[C:13]([Cl:17])=[CH:12][N:11]=1. The catalyst class is: 3. (8) Reactant: [C:1]([N:5]1[CH2:10][CH2:9][NH:8][CH2:7][CH2:6]1)([CH3:4])([CH3:3])[CH3:2].Br[CH2:12][C:13]1[CH:18]=[CH:17][C:16]([NH:19][C:20](=[O:25])[C:21]([F:24])([F:23])[F:22])=[CH:15][C:14]=1[C:26]([F:29])([F:28])[F:27]. Product: [C:1]([N:5]1[CH2:10][CH2:9][N:8]([CH2:12][C:13]2[CH:18]=[CH:17][C:16]([NH:19][C:20](=[O:25])[C:21]([F:24])([F:23])[F:22])=[CH:15][C:14]=2[C:26]([F:27])([F:28])[F:29])[CH2:7][CH2:6]1)([CH3:4])([CH3:3])[CH3:2]. The catalyst class is: 14.